From a dataset of Full USPTO retrosynthesis dataset with 1.9M reactions from patents (1976-2016). Predict the reactants needed to synthesize the given product. (1) Given the product [CH3:9][C:10]1[CH:15]=[CH:14][C:13]([CH2:16][CH2:17][NH:18][CH:5]2[CH2:4][CH2:3][NH:2][CH2:7][CH2:6]2)=[CH:12][CH:11]=1, predict the reactants needed to synthesize it. The reactants are: C[N:2]1[CH2:7][CH2:6][C:5](=O)[CH2:4][CH2:3]1.[CH3:9][C:10]1[CH:15]=[CH:14][C:13]([CH2:16][CH2:17][NH2:18])=[CH:12][CH:11]=1. (2) The reactants are: [C:1]([O:5][C:6]([N:8]([CH2:10][C:11]1[CH:12]=[C:13]([C:28]2[CH:33]=[CH:32][CH:31]=[CH:30][CH:29]=2)[N:14]([S:16]([C:19]2[CH:20]=[C:21]([CH:25]=[CH:26][CH:27]=2)[C:22]([OH:24])=O)(=[O:18])=[O:17])[CH:15]=1)[CH3:9])=[O:7])([CH3:4])([CH3:3])[CH3:2].[CH3:34][NH2:35].O1CCCC1. Given the product [CH3:9][N:8]([CH2:10][C:11]1[CH:12]=[C:13]([C:28]2[CH:29]=[CH:30][CH:31]=[CH:32][CH:33]=2)[N:14]([S:16]([C:19]2[CH:27]=[CH:26][CH:25]=[C:21]([C:22]([NH:35][CH3:34])=[O:24])[CH:20]=2)(=[O:18])=[O:17])[CH:15]=1)[C:6](=[O:7])[O:5][C:1]([CH3:4])([CH3:2])[CH3:3], predict the reactants needed to synthesize it. (3) Given the product [CH:8]([C:7]1[C:2]([NH2:76])=[N:3][CH:4]=[C:5]([F:10])[CH:6]=1)=[CH2:9], predict the reactants needed to synthesize it. The reactants are: Cl[C:2]1[C:7]([CH:8]=[CH2:9])=[CH:6][C:5]([F:10])=[CH:4][N:3]=1.CC(C)([O-])C.[Na+].C1C=CC(P(C2C(C3C(P(C4C=CC=CC=4)C4C=CC=CC=4)=CC=C4C=3C=CC=C4)=C3C(C=CC=C3)=CC=2)C2C=CC=CC=2)=CC=1.C(=[NH:76])(C1C=CC=CC=1)C1C=CC=CC=1.Cl. (4) Given the product [C:21]([O:20][C:19]([NH:18][CH:16]1[CH2:15][N:14]([C:3]2[C:2]([Cl:1])=[CH:12][C:6]([C:7]([O:9][CH2:10][CH3:11])=[O:8])=[CH:5][N:4]=2)[CH2:17]1)=[O:25])([CH3:24])([CH3:22])[CH3:23], predict the reactants needed to synthesize it. The reactants are: [Cl:1][C:2]1[C:3](Cl)=[N:4][CH:5]=[C:6]([CH:12]=1)[C:7]([O:9][CH2:10][CH3:11])=[O:8].[NH:14]1[CH2:17][CH:16]([NH:18][C:19](=[O:25])[O:20][C:21]([CH3:24])([CH3:23])[CH3:22])[CH2:15]1.CCN(C(C)C)C(C)C. (5) Given the product [CH3:1][C:2]1[N:3]=[CH:4][CH:5]=[CH:6][C:7]=1[CH:8]=[O:9], predict the reactants needed to synthesize it. The reactants are: [CH3:1][C:2]1[C:7]([CH2:8][OH:9])=[CH:6][CH:5]=[CH:4][N:3]=1.CC(OI1(OC(C)=O)(OC(C)=O)OC(=O)C2C=CC=CC1=2)=O. (6) The reactants are: [N:1]1([CH2:6][CH2:7][S:8]([CH2:10][C:11]2[CH:16]=[CH:15][C:14]([OH:17])=[CH:13][CH:12]=2)=[O:9])[CH:5]=[CH:4][N:3]=[N:2]1.[H-].[Na+].Cl[CH2:21][C:22]1[C:23]([CH3:38])=[N:24][C:25]([C:28]2[CH:33]=[CH:32][C:31]([C:34]([F:37])([F:36])[F:35])=[CH:30][CH:29]=2)=[CH:26][CH:27]=1.O. Given the product [CH3:38][C:23]1[C:22]([CH2:21][O:17][C:14]2[CH:13]=[CH:12][C:11]([CH2:10][S:8]([CH2:7][CH2:6][N:1]3[CH:5]=[CH:4][N:3]=[N:2]3)=[O:9])=[CH:16][CH:15]=2)=[CH:27][CH:26]=[C:25]([C:28]2[CH:33]=[CH:32][C:31]([C:34]([F:36])([F:37])[F:35])=[CH:30][CH:29]=2)[N:24]=1, predict the reactants needed to synthesize it. (7) Given the product [Cl:21][C:22]1[CH:29]=[CH:28][C:25]([CH2:26][NH:27][C:15]([C:6]2[C:5](=[O:20])[C:4]3[C:9]4=[C:10]([O:12][CH2:13][CH2:14][N:8]4[CH:7]=2)[CH:11]=[C:2]([I:1])[CH:3]=3)=[O:17])=[CH:24][CH:23]=1, predict the reactants needed to synthesize it. The reactants are: [I:1][C:2]1[CH:3]=[C:4]2[C:9]3=[C:10]([O:12][CH2:13][CH2:14][N:8]3[CH:7]=[C:6]([C:15]([O:17]CC)=O)[C:5]2=[O:20])[CH:11]=1.[Cl:21][C:22]1[CH:29]=[CH:28][C:25]([CH2:26][NH2:27])=[CH:24][CH:23]=1.Cl.